Dataset: Catalyst prediction with 721,799 reactions and 888 catalyst types from USPTO. Task: Predict which catalyst facilitates the given reaction. (1) Reactant: [H-].[H-].[H-].[H-].[Li+].[Al+3].[F:7][C:8]1[CH:13]=[CH:12][C:11]([NH:14][NH:15][C:16](OCC)=O)=[CH:10][CH:9]=1.CCOC(C)=O. Product: [F:7][C:8]1[CH:13]=[CH:12][C:11]([NH:14][NH:15][CH3:16])=[CH:10][CH:9]=1. The catalyst class is: 1. (2) The catalyst class is: 4. Reactant: [F:1][C:2]1[CH:10]=[CH:9][C:5]([C:6](O)=[O:7])=[CH:4][CH:3]=1.Cl.[CH3:12][NH:13][O:14][CH3:15].CCN=C=NCCCN(C)C.C(N(C(C)C)CC)(C)C. Product: [F:1][C:2]1[CH:10]=[CH:9][C:5]([C:6]([N:13]([O:14][CH3:15])[CH3:12])=[O:7])=[CH:4][CH:3]=1. (3) Reactant: [CH3:1][C@H:2]1[CH2:7][NH:6][C@H:5]([CH3:8])[CH2:4][NH:3]1.Cl[C:10]1[N:11]([CH2:32][CH:33]([CH3:35])[CH3:34])[C:12]2[C:17]([N:18]=1)=[C:16]([N:19]1[CH2:24][CH2:23][O:22][CH2:21][CH2:20]1)[N:15]=[C:14]([C:25]1[CH:26]=[N:27][C:28]([NH2:31])=[N:29][CH:30]=1)[N:13]=2. Product: [CH3:1][C@H:2]1[CH2:7][NH:6][C@H:5]([CH3:8])[CH2:4][N:3]1[C:10]1[N:11]([CH2:32][CH:33]([CH3:35])[CH3:34])[C:12]2[C:17]([N:18]=1)=[C:16]([N:19]1[CH2:20][CH2:21][O:22][CH2:23][CH2:24]1)[N:15]=[C:14]([C:25]1[CH:26]=[N:27][C:28]([NH2:31])=[N:29][CH:30]=1)[N:13]=2. The catalyst class is: 60. (4) Product: [Br:11][C:9]1[CH:8]=[CH:7][C:3]([C:4]([N:47]2[CH2:48][CH2:49][N:44]([CH3:43])[CH2:45][CH2:46]2)=[O:6])=[C:2]([F:1])[CH:10]=1. The catalyst class is: 31. Reactant: [F:1][C:2]1[CH:10]=[C:9]([Br:11])[CH:8]=[CH:7][C:3]=1[C:4]([OH:6])=O.CN1CCOCC1.CN(C(ON1N=NC2C=CC=NC1=2)=[N+](C)C)C.F[P-](F)(F)(F)(F)F.[CH3:43][N:44]1[CH2:49][CH2:48][NH:47][CH2:46][CH2:45]1. (5) Reactant: [CH3:1][C:2]([C:6]1[N:7]=[C:8]([C:11]2[CH:16]=[CH:15][N:14]=[C:13]3[N:17](C(C4C=CC=CC=4)(C4C=CC=CC=4)C4C=CC=CC=4)[N:18]=[CH:19][C:12]=23)[S:9][CH:10]=1)([CH3:5])[C:3]#[N:4].C([SiH](CC)CC)C.C(O)(C(F)(F)F)=O. The catalyst class is: 2. Product: [NH:17]1[C:13]2=[N:14][CH:15]=[CH:16][C:11]([C:8]3[S:9][CH:10]=[C:6]([C:2]([CH3:5])([CH3:1])[C:3]#[N:4])[N:7]=3)=[C:12]2[CH:19]=[N:18]1.